This data is from Peptide-MHC class I binding affinity with 185,985 pairs from IEDB/IMGT. The task is: Regression. Given a peptide amino acid sequence and an MHC pseudo amino acid sequence, predict their binding affinity value. This is MHC class I binding data. (1) The peptide sequence is TMTDDIGMGV. The MHC is HLA-A02:01 with pseudo-sequence HLA-A02:01. The binding affinity (normalized) is 0.716. (2) The peptide sequence is TVPGGSNSEF. The MHC is Mamu-A01 with pseudo-sequence Mamu-A01. The binding affinity (normalized) is 0.541. (3) The peptide sequence is NVITDQTVNI. The MHC is HLA-A02:02 with pseudo-sequence HLA-A02:02. The binding affinity (normalized) is 0.116. (4) The peptide sequence is PIYSHTERDK. The MHC is HLA-A11:01 with pseudo-sequence HLA-A11:01. The binding affinity (normalized) is 0.187. (5) The peptide sequence is ALYSYASAK. The MHC is HLA-A31:01 with pseudo-sequence HLA-A31:01. The binding affinity (normalized) is 0.568. (6) The peptide sequence is AEFPVGSTA. The MHC is HLA-A03:01 with pseudo-sequence HLA-A03:01. The binding affinity (normalized) is 0.0847.